From a dataset of Catalyst prediction with 721,799 reactions and 888 catalyst types from USPTO. Predict which catalyst facilitates the given reaction. (1) Reactant: [CH3:1][N:2]([CH3:36])[C@@H:3]1[CH2:7][CH2:6][N:5]([C:8]2[C:13]([N+:14]([O-])=O)=[CH:12][C:11]([NH:17][C:18]3[N:23]=[C:22]([C:24]4[C:32]5[C:27](=[CH:28][CH:29]=[CH:30][CH:31]=5)[N:26]([CH3:33])[CH:25]=4)[CH:21]=[CH:20][N:19]=3)=[C:10]([O:34][CH3:35])[CH:9]=2)[CH2:4]1.[NH4+].[Cl-]. Product: [CH3:36][N:2]([CH3:1])[C@@H:3]1[CH2:7][CH2:6][N:5]([C:8]2[CH:9]=[C:10]([O:34][CH3:35])[C:11]([NH:17][C:18]3[N:23]=[C:22]([C:24]4[C:32]5[C:27](=[CH:28][CH:29]=[CH:30][CH:31]=5)[N:26]([CH3:33])[CH:25]=4)[CH:21]=[CH:20][N:19]=3)=[CH:12][C:13]=2[NH2:14])[CH2:4]1. The catalyst class is: 190. (2) Reactant: [CH2:1]([C:3]1[CH:4]=[CH:5][CH:6]=[C:7]2[C:11]=1[NH:10][CH:9]=[CH:8]2)[CH3:2].[C:12](O[C:12]([O:14][C:15]([CH3:18])([CH3:17])[CH3:16])=[O:13])([O:14][C:15]([CH3:18])([CH3:17])[CH3:16])=[O:13]. Product: [C:15]([O:14][C:12]([N:10]1[C:11]2[C:7](=[CH:6][CH:5]=[CH:4][C:3]=2[CH2:1][CH3:2])[CH:8]=[CH:9]1)=[O:13])([CH3:18])([CH3:17])[CH3:16]. The catalyst class is: 599. (3) Reactant: [CH3:1][O:2][C:3]([C:5]1[O:6][CH:7]=[CH:8][C:9]=1[NH:10]C(=O)OC(C)(C)C)=[O:4].FC(F)(F)C(O)=O. Product: [NH2:10][C:9]1[CH:8]=[CH:7][O:6][C:5]=1[C:3]([O:2][CH3:1])=[O:4]. The catalyst class is: 4. (4) Reactant: [CH2:1]([C:5]1[O:6][C:7]2[CH:40]=[CH:39][CH:38]=[CH:37][C:8]=2[C:9]=1[C:10]1[O:11][C:12]([C:15]2[CH:16]=[C:17]3[C:22](=[CH:23][CH:24]=2)[CH:21]=[C:20]([O:25][CH2:26][C:27]2[CH:36]=[CH:35][C:30]([C:31]([O:33]C)=[O:32])=[CH:29][CH:28]=2)[CH:19]=[CH:18]3)=[CH:13][N:14]=1)[CH2:2][CH2:3][CH3:4].[OH-].[Na+].O.Cl. Product: [CH2:1]([C:5]1[O:6][C:7]2[CH:40]=[CH:39][CH:38]=[CH:37][C:8]=2[C:9]=1[C:10]1[O:11][C:12]([C:15]2[CH:16]=[C:17]3[C:22](=[CH:23][CH:24]=2)[CH:21]=[C:20]([O:25][CH2:26][C:27]2[CH:28]=[CH:29][C:30]([C:31]([OH:33])=[O:32])=[CH:35][CH:36]=2)[CH:19]=[CH:18]3)=[CH:13][N:14]=1)[CH2:2][CH2:3][CH3:4]. The catalyst class is: 36.